From a dataset of Forward reaction prediction with 1.9M reactions from USPTO patents (1976-2016). Predict the product of the given reaction. Given the reactants [C:1]12([CH2:11][OH:12])[CH2:10][CH:5]3[CH2:6][CH:7]([CH2:9][CH:3]([CH2:4]3)[CH2:2]1)[CH2:8]2.[Cr](Cl)([O-])(=O)=O.[NH+]1C=CC=CC=1, predict the reaction product. The product is: [C:1]12([CH:11]=[O:12])[CH2:8][CH:7]3[CH2:6][CH:5]([CH2:4][CH:3]([CH2:9]3)[CH2:2]1)[CH2:10]2.